Task: Predict which catalyst facilitates the given reaction.. Dataset: Catalyst prediction with 721,799 reactions and 888 catalyst types from USPTO (1) Reactant: [O:1]1[C:10]2[CH:9]=[C:8]([CH2:11][N:12]([CH:20]3[CH2:25][CH2:24][N:23]([CH2:26][CH:27]4[C:36]5[C:31]6=[C:32]([S:38][C:39](=[O:40])[N:30]6[CH2:29][CH2:28]4)[CH:33]=[CH:34][C:35]=5[F:37])[CH2:22][CH2:21]3)C(=O)OC(C)(C)C)[N:7]=[CH:6][C:5]=2[O:4][CH2:3][CH2:2]1.[ClH:41]. Product: [ClH:41].[ClH:41].[O:1]1[C:10]2[CH:9]=[C:8]([CH2:11][NH:12][CH:20]3[CH2:25][CH2:24][N:23]([CH2:26][CH:27]4[C:36]5[C:31]6=[C:32]([S:38][C:39](=[O:40])[N:30]6[CH2:29][CH2:28]4)[CH:33]=[CH:34][C:35]=5[F:37])[CH2:22][CH2:21]3)[N:7]=[CH:6][C:5]=2[O:4][CH2:3][CH2:2]1. The catalyst class is: 12. (2) Reactant: [CH3:1][C:2]1[CH:7]=[CH:6][C:5]([CH:8]([O:13][C:14]2[C:23]([NH:24][S:25]([CH2:28][CH2:29][CH3:30])(=[O:27])=[O:26])=[N:22][C:21]3[C:16](=[CH:17][CH:18]=[CH:19][CH:20]=3)[N:15]=2)[C:9]([F:12])([F:11])[F:10])=[CH:4][N+:3]=1[O-].O.C(=O)([O-])[O-:34].[K+].[K+]. Product: [F:10][C:9]([F:12])([F:11])[CH:8]([C:5]1[CH:4]=[N:3][C:2]([CH2:1][OH:34])=[CH:7][CH:6]=1)[O:13][C:14]1[C:23]([NH:24][S:25]([CH2:28][CH2:29][CH3:30])(=[O:27])=[O:26])=[N:22][C:21]2[C:16]([N:15]=1)=[CH:17][CH:18]=[CH:19][CH:20]=2. The catalyst class is: 152. (3) Reactant: Br[C:2]1[C:7]([CH3:8])=[CH:6][CH:5]=[CH:4][C:3]=1[F:9].[Li]CCCC.[O:15]=[C:16]1[N:21]([C:22]([O:24][C:25]([CH3:28])([CH3:27])[CH3:26])=[O:23])[CH2:20][CH2:19][N:18]2[C:29](=[O:32])[CH2:30][CH2:31][C@@H:17]12. Product: [F:9][C:3]1[CH:4]=[CH:5][CH:6]=[C:7]([CH3:8])[C:2]=1[C:16]([C@@H:17]1[CH2:31][CH2:30][C:29](=[O:32])[N:18]1[CH2:19][CH2:20][NH:21][C:22](=[O:23])[O:24][C:25]([CH3:27])([CH3:26])[CH3:28])=[O:15]. The catalyst class is: 1. (4) Reactant: [C:1]([O:4][CH:5]1[CH2:13][C:12]2[C:7](=[CH:8][CH:9]=[CH:10][C:11]=2[NH2:14])[CH2:6]1)(=[O:3])[CH3:2].[Cl:15][C:16]1[CH:21]=[CH:20][C:19]([N:22]=[C:23]=[O:24])=[CH:18][C:17]=1[C:25]([F:28])([F:27])[F:26]. Product: [C:1]([O:4][CH:5]1[CH2:13][C:12]2[C:7](=[CH:8][CH:9]=[CH:10][C:11]=2[NH:14][C:23]([NH:22][C:19]2[CH:20]=[CH:21][C:16]([Cl:15])=[C:17]([C:25]([F:27])([F:26])[F:28])[CH:18]=2)=[O:24])[CH2:6]1)(=[O:3])[CH3:2]. The catalyst class is: 12. (5) Reactant: C[O:2][C:3](=[O:15])[C:4]1[CH:9]=[C:8]([N+:10]([O-])=O)[C:7](F)=[CH:6][C:5]=1[Br:14].O[S:17](O)(=O)=O.[N+]([O-])(O)=O.C[O:26][C:27](=O)[C:28]1C=CC(F)=CC=1Br.[OH-].[Na+]. Product: [Br:14][C:5]1[C:4]([C:3]([OH:2])=[O:15])=[CH:9][C:8]2[NH:10][C:27](=[O:26])[CH2:28][S:17][C:7]=2[CH:6]=1. The catalyst class is: 25. (6) Reactant: [Br:1]C(Br)C.[Br:5][C:6]1[C:7]([O:26][CH2:27][CH:28]2[CH2:30][O:29]2)=[CH:8][CH:9]=[C:10]2[C:14]=1[N:13]([CH2:15][CH:16]([O:18][Si:19]([C:22]([CH3:25])([CH3:24])[CH3:23])([CH3:21])[CH3:20])[CH3:17])[N:12]=[CH:11]2. Product: [Br:1][CH2:30][CH:28]([OH:29])[CH2:27][O:26][C:7]1[C:6]([Br:5])=[C:14]2[C:10]([CH:11]=[N:12][N:13]2[CH2:15][CH:16]([O:18][Si:19]([C:22]([CH3:25])([CH3:24])[CH3:23])([CH3:21])[CH3:20])[CH3:17])=[CH:9][CH:8]=1. The catalyst class is: 1.